Dataset: Experimentally validated miRNA-target interactions with 360,000+ pairs, plus equal number of negative samples. Task: Binary Classification. Given a miRNA mature sequence and a target amino acid sequence, predict their likelihood of interaction. (1) The miRNA is hsa-miR-3126-3p with sequence CAUCUGGCAUCCGUCACACAGA. The protein sequence of the target gene is MAAAKVALTKRADPAELRTIFLKYASIEKNGEFFMSPNDFVTRYLNIFGESQPNPKTVELLSGVVDQTKDGLISFQEFVAFESVLCAPDALFMVAFQLFDKAGKGEVTFEDVKQVFGQTTIHQHIPFNWDSEFVQLHFGKERKRHLTYAEFTQFLLEIQLEHAKQAFVQRDNARTGRVTAIDFRDIMVTIRPHVLTPFVEECLVAAAGGTTSHQVSFSYFNGFNSLLNNMELIRKIYSTLAGTRKDVEVTKEEFVLAAQKFGQVTPMEVDILFQLADLYEPRGRMTLADIERIAPLEEGT.... Result: 0 (no interaction). (2) The miRNA is hsa-miR-509-3-5p with sequence UACUGCAGACGUGGCAAUCAUG. The protein sequence of the target gene is MEPCELQNELVSAEGRNRKAVLCQRCGSRVLQPGTALFSRRQLFLPSMRKKPDLADGSNPDGDLLQEHWLVNDMFTFENVGFTKDVGNIKFLVCADCEIGPIGWHCLDDKNSFYVALERVSHE. Result: 0 (no interaction). (3) The miRNA is mmu-miR-876-5p with sequence UGGAUUUCUCUGUGAAUCACUA. The protein sequence of the target gene is MKLIIGIGGVTNGGKTTLTNSLLKALPNCCVIHQDDFFKPQDQIAVGEDGFKQWDVLESLDMETMLSTVQAWVKDPHKFARAHGVSLQSGASDTHVLLLEGFLLYSYRPLVDLYSQRYFLTVPYEECKRRRRSRTYMVPDPPGLFDGHVWPMYQKYRREMEQDGVEVVYLDGMKSPEGLFHQVLEDIQNRLLNTS. Result: 1 (interaction). (4) Result: 0 (no interaction). The protein sequence of the target gene is MALAVAPWGRQWEEARALGRAVRMLQRLEEQCVDPRLSVSPPSLRDLLPRTAQLLREVAHSRRAAGGGGPGGPGGSGDFLLIYLANLEAKSRQVAALLPPRGRRSANDELFRAGSRLRRQLAKLAIIFSHMHAELHALFPGGKYCGHMYQLTKAPAHTFWRESCGARCVLPWAEFESLLGTCHPVEPGCTALALRTTIDLTCSGHVSIFEFDVFTRLFQPWPTLLKNWQLLAVNHPGYMAFLTYDEVQERLQACRDKPGSYIFRPSCTRLGQWAIGYVSSDGSILQTIPANKPLSQVLLE.... The miRNA is mmu-miR-6998-3p with sequence AGAGCUGCUCUGUGCCCACACA.